Dataset: Cav3 T-type calcium channel HTS with 100,875 compounds. Task: Binary Classification. Given a drug SMILES string, predict its activity (active/inactive) in a high-throughput screening assay against a specified biological target. (1) The compound is O=c1n(nc(c2c1cccc2)CC(=O)Nc1c(OC)cccc1OC)C. The result is 0 (inactive). (2) The drug is O=C1N(C(=O)C2C1C1CC2C=C1)C1CCC(CC1)C(=O)Nc1ccc(OC)cc1. The result is 0 (inactive).